Dataset: Catalyst prediction with 721,799 reactions and 888 catalyst types from USPTO. Task: Predict which catalyst facilitates the given reaction. (1) Reactant: [CH2:1]([Li])CCC.[CH2:6]([O:13][C:14]1[C:19]([C:20]([CH3:23])([CH3:22])[CH3:21])=[CH:18][CH:17]=[CH:16][C:15]=1[C:24]1[CH:29]=[CH:28][CH:27]=[C:26]([C:30]([C:32]2[CH:37]=[CH:36][CH:35]=[CH:34][N:33]=2)=O)[CH:25]=1)[C:7]1[CH:12]=[CH:11][CH:10]=[CH:9][CH:8]=1.[Cl-].[NH4+]. Product: [CH2:6]([O:13][C:14]1[C:19]([C:20]([CH3:22])([CH3:21])[CH3:23])=[CH:18][CH:17]=[CH:16][C:15]=1[C:24]1[CH:29]=[CH:28][CH:27]=[C:26]([C:30]([C:32]2[CH:37]=[CH:36][CH:35]=[CH:34][N:33]=2)=[CH2:1])[CH:25]=1)[C:7]1[CH:8]=[CH:9][CH:10]=[CH:11][CH:12]=1. The catalyst class is: 597. (2) Reactant: [Cl:1][C:2]1[N:7]=[C:6](Cl)[CH:5]=[C:4]([C:9]([F:12])([F:11])[F:10])[N:3]=1.[Cl:13][C:14]1[CH:19]=[CH:18][C:17]([NH2:20])=[CH:16][CH:15]=1.CCN(C(C)C)C(C)C. Product: [Cl:13][C:14]1[CH:19]=[CH:18][C:17]([NH:20][C:6]2[CH:5]=[C:4]([C:9]([F:12])([F:11])[F:10])[N:3]=[C:2]([Cl:1])[N:7]=2)=[CH:16][CH:15]=1. The catalyst class is: 51. (3) Reactant: C[C:2]([CH3:4])=[O:3].[OH:5]S(O)(=O)=O.[O:10]=[Cr](=O)=O.OS(O)(=O)=O.[OH2:19]. Product: [CH2:4]([OH:5])[CH2:2][OH:3].[CH2:4]([OH:10])[C:2]([OH:3])=[O:19]. The catalyst class is: 21. (4) Product: [F:1][C:2]1[CH:7]=[CH:6][C:5]([NH:8][C:9](=[O:22])[C:10]2[CH:15]=[C:14]([NH2:16])[C:13]([NH:19][CH3:20])=[CH:12][C:11]=2[F:21])=[CH:4][C:3]=1[Cl:23]. The catalyst class is: 181. Reactant: [F:1][C:2]1[CH:7]=[CH:6][C:5]([NH:8][C:9](=[O:22])[C:10]2[CH:15]=[C:14]([N+:16]([O-])=O)[C:13]([NH:19][CH3:20])=[CH:12][C:11]=2[F:21])=[CH:4][C:3]=1[Cl:23].FC1C=C(NC)C([N+]([O-])=O)=CC=1C(O)=O.FC1C=CC(N)=CC=1Cl.